Dataset: Catalyst prediction with 721,799 reactions and 888 catalyst types from USPTO. Task: Predict which catalyst facilitates the given reaction. Reactant: C(OC([N:8]1[CH2:13][CH2:12][CH:11]([NH:14][C:15]2[N:20]=[CH:19][C:18]([C:21]3[CH:26]=[CH:25][CH:24]=[CH:23][CH:22]=3)=[CH:17][N:16]=2)[CH2:10][CH2:9]1)=O)(C)(C)C.[ClH:27]. Product: [ClH:27].[ClH:27].[C:21]1([C:18]2[CH:19]=[N:20][C:15]([NH:14][CH:11]3[CH2:12][CH2:13][NH:8][CH2:9][CH2:10]3)=[N:16][CH:17]=2)[CH:22]=[CH:23][CH:24]=[CH:25][CH:26]=1. The catalyst class is: 714.